This data is from Experimentally validated miRNA-target interactions with 360,000+ pairs, plus equal number of negative samples. The task is: Binary Classification. Given a miRNA mature sequence and a target amino acid sequence, predict their likelihood of interaction. (1) The miRNA is hsa-miR-3927-3p with sequence CAGGUAGAUAUUUGAUAGGCAU. The protein sequence of the target gene is MAKLLSCVLGPRLYKIYRERDTDRAASSVPETPTAVPAASSSSWDTYYQPRALEKHADSILALASVFWSISYYSSPFAFFYLYRKGYLSLSKVVPFSHYAGTLLLLLAGVACLRGIGRWTNPQYRQFITILEATHRNQSAENKRQLANYNFDFRSWPVDFHWEEPSSRKGSRGGPSRRGVALLRPEPLHRGTADTFLNRVKKLPCQITSYLVAHTLGRRMLYPGSVYLLQKALMPVLLQGQARLVEECNGRRAKLLACDGNEIDTMFVDRRGTAEPQGQKLVICCEGNAGFYEVGCVSTP.... Result: 0 (no interaction). (2) The miRNA is hsa-miR-4448 with sequence GGCUCCUUGGUCUAGGGGUA. The protein sequence of the target gene is MNKNTSTVVSPSLLEKDPAFQMITIAKETGLGLKVLGGINRNEGPLVYIQEIIPGGDCYKDGRLKPGDQLVSVNKESMIGVSFEEAKSIITGAKLRLESAWEIAFIRQKSDNIQPENLSCTSLIEASGEYGPQASTLSLFSSPPEILIPKTSSTPKTNNDILSSCEIKTGYNKTVQIPITSENSTVGLSNTDVASAWTENYGLQEKISLNPSVRFKAEKLEMALNYLGIQPTKEQHQALRQQVQADSKGTVSFGDFVQVARNLFCLQLDEVNVGAHEISNILDSQLLPCDSSEADEMERL.... Result: 1 (interaction). (3) The miRNA is mmu-miR-200c-3p with sequence UAAUACUGCCGGGUAAUGAUGGA. The protein sequence of the target gene is MEVSRRKTPPRPPYPAAPLPLIAYLLALAAPARGADEPVWRSEQAIGAIAASRADGVFVASGSCLDQLDYSLKNRLSRLYRDQAGNCTEPVSLAPPARPRPGSSFSKLLLPYREGATGLEGLLLTGWTFDRGACEVRPLGNLNRSSLRNGTEVVSCHPQGSTAGVVYRASGTDLWYLAVAATYVLPEPETANRCNPAASDRDTAIALKNTEGRSLATQELGRLKLRGSAGSLHFVDAFLWNGSVYFPYYPYNYTSGAATGWPSMARIAQSTEVLFQGQAALDCDHGHPEGRRLLLSSSLV.... Result: 1 (interaction). (4) The miRNA is hsa-miR-5190 with sequence CCAGUGACUGAGCUGGAGCCA. The protein sequence of the target gene is MNLPRAERLRSTPQRSLRDSDGEDGKIDVLGEEEDEDEVEDEEEAASQQFLEQSLQPGLQVARWGGVALPREHIEGGGGPSDPSEFGTKFRAPPRSAAASEDARQPAKPPYSYIALITMAILQNPHKRLTLSGICAFISGRFPYYRRKFPAWQNSIRHNLSLNDCFVKIPREPGHPGKGNYWSLDPASQDMFDNGSFLRRRKRFKRHQLTPGAHLPHPFPLPAAHAALHNPHPGPLLGAPAPPQPVPGAYPNTAPGRRPYALLHPHPLRYLLLSAPVYAGAPKKAEGAALATPAPFPCCS.... Result: 0 (no interaction). (5) The miRNA is hsa-miR-665 with sequence ACCAGGAGGCUGAGGCCCCU. The protein sequence of the target gene is MGGEAGADGPRGRVKSLGLVFEDESKGCYSSGETVAGHVLLEAAEPVALRGLRLEAQGRATSAWGPSAGARVCIGGGSPAASSEVEYLNLRLSLLEAPAGEGVTLLQPGKHEFPFRFQLPSEPLATSFTGKYGSIQYCVRAVLERPQVPDQSVRRELQVVSHVDVNTPPLLTPMLKTQEKMVGCWLFTSGPVSLSVKIERKGYCNGEAIPIYAEIENCSSRLVVPKAAIFQTQTYLASGKTKTVRHMVANVRGNHIGSGSTDTWNGKMLKIPPVTPSILDCCIIRVDYSLAVYIHIPGAK.... Result: 0 (no interaction). (6) The miRNA is cel-miR-124-3p with sequence UAAGGCACGCGGUGAAUGCCA. The protein sequence of the target gene is MRIFRPWRLRCPALHLPSFPTFSIKCSLPPLPTDEDMCKSVTTGEWKKVFYEKMEEVKPADSWDFIIDPNLKHNVLAPGWKQYLELHASGRFHCSWCWHTWQSPHVVILFHMYLDKAQRAGSVRMRVFKQLCYECGTARLDESSMLEENIESLVDNLITSLREQCYGERGGHYRIHVASRQDNRRHRGEFCEACQEGIVHWKPSEKLLEEEATTYTFSRAPSPTKPQAETGSGCNFCSIPWCLFWATVLMLIIYLQFSFRTSV. Result: 0 (no interaction).